Task: Predict the reaction yield, written as a fraction of the theoretical maximum amount of product (1.0 means a 100% yield; for example, 0.34 means a 34% yield).. Dataset: Reaction yield outcomes from USPTO patents with 853,638 reactions (1) The reactants are [Br:1][C:2]1[C:7]([CH3:8])=[CH:6][C:5](Br)=[CH:4][N:3]=1.C([Mg]Cl)(C)C.C(OCC)C.[C:20](=[O:22])=[O:21]. The catalyst is O1CCCC1.O. The product is [Br:1][C:2]1[C:7]([CH3:8])=[CH:6][C:5]([C:20]([OH:22])=[O:21])=[CH:4][N:3]=1. The yield is 0.180. (2) The reactants are [NH2:1][C:2]1[C:3]([C:8]([O:10][CH3:11])=[O:9])=[N:4][CH:5]=[CH:6][CH:7]=1.[Br:12]N1C(=O)CCC1=O. The catalyst is C(#N)C. The product is [NH2:1][C:2]1[C:3]([C:8]([O:10][CH3:11])=[O:9])=[N:4][C:5]([Br:12])=[CH:6][CH:7]=1. The yield is 0.540. (3) The reactants are C([C:5]([N:7]([CH2:12][C:13]1[CH:18]=[CH:17][C:16](B(O)O)=[CH:15][CH:14]=1)[CH2:8][CH2:9][CH2:10][F:11])=[O:6])(C)(C)C.CC[OH:24].[F:25][C:26]1[CH:27]=[C:28]([N:33]2[CH2:37][C@H:36]([CH2:38][NH:39][C:40](=[O:42])[CH3:41])[O:35][C:34]2=[O:43])[CH:29]=[CH:30][C:31]=1I.C([O-])([O-])=O.[K+].[K+].[C:50]1([CH3:56])[CH:55]=CC=C[CH:51]=1. The catalyst is C1C=CC([P]([Pd]([P](C2C=CC=CC=2)(C2C=CC=CC=2)C2C=CC=CC=2)([P](C2C=CC=CC=2)(C2C=CC=CC=2)C2C=CC=CC=2)[P](C2C=CC=CC=2)(C2C=CC=CC=2)C2C=CC=CC=2)(C2C=CC=CC=2)C2C=CC=CC=2)=CC=1.O. The product is [C:50]([O:24][C:5](=[O:6])[N:7]([CH2:12][C:13]1[CH:14]=[CH:15][C:16]([C:31]2[CH:30]=[CH:29][C:28]([N:33]3[CH2:37][C@H:36]([CH2:38][NH:39][C:40](=[O:42])[CH3:41])[O:35][C:34]3=[O:43])=[CH:27][C:26]=2[F:25])=[CH:17][CH:18]=1)[CH2:8][CH2:9][CH2:10][F:11])([CH3:56])([CH3:55])[CH3:51]. The yield is 0.615. (4) The reactants are CON(C)[C:4]([C:6]1[C:7]([CH3:12])=[N:8][O:9][C:10]=1[CH3:11])=[O:5].C[Mg+].[Br-].Cl.[C:18](OCC)(=O)C. The catalyst is C1COCC1. The product is [CH3:12][C:7]1[C:6]([C:4](=[O:5])[CH3:18])=[C:10]([CH3:11])[O:9][N:8]=1. The yield is 0.860. (5) The reactants are [O:1]=[C:2]1[C:7]([C:8]#[N:9])=[C:6]([C:10]2[S:11][CH:12]=[CH:13][CH:14]=2)[CH:5]=[CH:4][NH:3]1.Br[CH2:16][CH2:17][CH:18]([CH3:20])[CH3:19]. The catalyst is C(#N)C.CCCCC.CCOCC. The product is [CH2:16]([N:3]1[CH:4]=[CH:5][C:6]([C:10]2[S:11][CH:12]=[CH:13][CH:14]=2)=[C:7]([C:8]#[N:9])[C:2]1=[O:1])[CH2:17][CH:18]([CH3:20])[CH3:19]. The yield is 0.650. (6) The reactants are [S:1]1[CH:5]=[CH:4][C:3]2[C:6]([N:10]3[CH2:15][CH2:14][N:13]([CH2:16][CH2:17][CH2:18][CH2:19][O:20][C:21]4[CH:30]=[C:29]5[C:24]([CH2:25][CH2:26][C:27](=[O:31])[NH:28]5)=[CH:23][CH:22]=4)[CH2:12][CH2:11]3)=[CH:7][CH:8]=[CH:9][C:2]1=2.[H-].[Na+].[CH2:45](C(OC(Cl)[CH2:45][C:46]1[CH:51]=[CH:50][CH:49]=[CH:48][CH:47]=1)Cl)[C:46]1[CH:51]=[CH:50][CH:49]=[CH:48][CH:47]=1.[O:53]1CCC[CH2:54]1. No catalyst specified. The product is [S:1]1[CH:5]=[CH:4][C:3]2[C:6]([N:10]3[CH2:11][CH2:12][N:13]([CH2:16][CH2:17][CH2:18][CH2:19][O:20][C:21]4[CH:30]=[C:29]5[C:24]([CH2:25][CH2:26][C:27](=[O:31])[N:28]5[CH2:54][O:53][CH2:45][C:46]5[CH:47]=[CH:48][CH:49]=[CH:50][CH:51]=5)=[CH:23][CH:22]=4)[CH2:14][CH2:15]3)=[CH:7][CH:8]=[CH:9][C:2]1=2. The yield is 0.740. (7) The reactants are [CH2:1]([C:5]1[N:6]=[C:7]([CH3:27])[NH:8][C:9](=[O:26])[C:10]=1[CH2:11][C:12]1[CH:17]=[CH:16][C:15]([C:18]2[C:19]([C:24]#[N:25])=[CH:20][CH:21]=[CH:22][CH:23]=2)=[CH:14][CH:13]=1)[CH2:2][CH2:3][CH3:4].N(C(N1CCCCC1)=O)=NC(N1CCCCC1)=O.C(P(CCCC)CCCC)CCC.[C:59]1([C:65]2[S:66][C:67]([CH2:70]O)=[CH:68][N:69]=2)[CH:64]=[CH:63][CH:62]=[CH:61][CH:60]=1. The catalyst is C(OCC)(=O)C.O1CCCC1. The product is [CH2:1]([C:5]1[N:6]=[C:7]([CH3:27])[N:8]([CH2:70][C:67]2[S:66][C:65]([C:59]3[CH:60]=[CH:61][CH:62]=[CH:63][CH:64]=3)=[N:69][CH:68]=2)[C:9](=[O:26])[C:10]=1[CH2:11][C:12]1[CH:17]=[CH:16][C:15]([C:18]2[C:19]([C:24]#[N:25])=[CH:20][CH:21]=[CH:22][CH:23]=2)=[CH:14][CH:13]=1)[CH2:2][CH2:3][CH3:4]. The yield is 0.630.